This data is from Full USPTO retrosynthesis dataset with 1.9M reactions from patents (1976-2016). The task is: Predict the reactants needed to synthesize the given product. (1) Given the product [NH2:7][C:5]1[S:6][C:2]([Br:1])=[CH:3][C:4]=1[C:14]([O:16][C:17]([CH3:19])([CH3:18])[CH3:20])=[O:15], predict the reactants needed to synthesize it. The reactants are: [Br:1][C:2]1[S:6][C:5]([NH:7]C(=O)C(F)(F)F)=[C:4]([C:14]([O:16][C:17]([CH3:20])([CH3:19])[CH3:18])=[O:15])[CH:3]=1.CO.O.C([O-])([O-])=O.[K+].[K+]. (2) Given the product [C:11]1([NH:10]/[C:2](/[CH2:8][CH3:9])=[CH:3]\[C:4]([O:6][CH3:7])=[O:5])[CH:16]=[CH:15][CH:14]=[CH:13][CH:12]=1, predict the reactants needed to synthesize it. The reactants are: O=[C:2]([CH2:8][CH3:9])[CH2:3][C:4]([O:6][CH3:7])=[O:5].[NH2:10][C:11]1[CH:16]=[CH:15][CH:14]=[CH:13][CH:12]=1. (3) Given the product [C:1]([N:5]1[CH:9]=[C:8]([CH2:10][N:11]([CH2:12][C:13]2[N:27]=[N:26][N:25]([CH2:28][CH2:29][OH:30])[CH:14]=2)[CH2:15][C:16]2[N:17]=[N:18][N:19]([C:21]([CH3:24])([CH3:23])[CH3:22])[CH:20]=2)[N:7]=[N:6]1)([CH3:3])([CH3:4])[CH3:2], predict the reactants needed to synthesize it. The reactants are: [C:1]([N:5]1[CH:9]=[C:8]([CH2:10][N:11]([CH2:15][C:16]2[N:17]=[N:18][N:19]([C:21]([CH3:24])([CH3:23])[CH3:22])[CH:20]=2)[CH2:12][C:13]#[CH:14])[N:7]=[N:6]1)([CH3:4])([CH3:3])[CH3:2].[N:25]([CH2:28][CH2:29][OH:30])=[N+:26]=[N-:27].O=C1O[C@H]([C@H](CO)O)C([O-])=C1O.[Na+].O. (4) Given the product [F:8][C:9]1[C:10]([NH:24][C:25](=[O:32])[C:26]2[CH:31]=[CH:30][CH:29]=[CH:28][CH:27]=2)=[N:11][C:12]([O:15][CH2:16][C:17]2[CH:22]=[CH:21][C:20]([CH3:23])=[CH:19][CH:18]=2)=[N:13][CH:14]=1, predict the reactants needed to synthesize it. The reactants are: CN1CCOCC1.[F:8][C:9]1[C:10]([NH2:24])=[N:11][C:12]([O:15][CH2:16][C:17]2[CH:22]=[CH:21][C:20]([CH3:23])=[CH:19][CH:18]=2)=[N:13][CH:14]=1.[C:25](Cl)(=[O:32])[C:26]1[CH:31]=[CH:30][CH:29]=[CH:28][CH:27]=1. (5) Given the product [ClH:66].[NH2:9][CH2:10][C@H:11]1[CH2:12][CH2:13][C@H:14]([C:17]([NH:19][C@@H:20]([CH2:21][C:22]2[CH:23]=[C:24]([C:28]3[CH:33]=[CH:32][C:31]([S:34](=[O:36])(=[O:35])[NH:37][CH:38]4[CH2:43][CH2:42][NH:41][CH2:40][CH2:39]4)=[CH:30][C:29]=3[CH3:51])[CH:25]=[CH:26][CH:27]=2)[C:52]([NH:54][C:55]2[CH:56]=[CH:57][C:58]([C:61]3[NH:62][C:63]([Cl:66])=[N:64][N:65]=3)=[CH:59][CH:60]=2)=[O:53])=[O:18])[CH2:15][CH2:16]1, predict the reactants needed to synthesize it. The reactants are: Cl.C(OC([NH:9][CH2:10][C@H:11]1[CH2:16][CH2:15][C@H:14]([C:17]([NH:19][C@H:20]([C:52]([NH:54][C:55]2[CH:60]=[CH:59][C:58]([C:61]3[NH:62][C:63]([Cl:66])=[N:64][N:65]=3)=[CH:57][CH:56]=2)=[O:53])[CH2:21][C:22]2[CH:23]=[C:24]([C:28]3[CH:33]=[CH:32][C:31]([S:34]([NH:37][CH:38]4[CH2:43][CH2:42][N:41](C(OC(C)(C)C)=O)[CH2:40][CH2:39]4)(=[O:36])=[O:35])=[CH:30][C:29]=3[CH3:51])[CH:25]=[CH:26][CH:27]=2)=[O:18])[CH2:13][CH2:12]1)=O)(C)(C)C.C(#N)C. (6) Given the product [C:32]([O:31][C:29]([N:2]([CH2:25][CH:22]1[CH2:23][CH2:24]1)[C@@H:3]1[CH2:5][C@H:4]1[C:6]1[CH:7]=[C:8]([CH:13]=[CH:14][C:15]=1[F:16])[C:9]([O:11][CH3:12])=[O:10])=[O:30])([CH3:35])([CH3:34])[CH3:33], predict the reactants needed to synthesize it. The reactants are: Cl.[NH2:2][C@@H:3]1[CH2:5][C@H:4]1[C:6]1[CH:7]=[C:8]([CH:13]=[CH:14][C:15]=1[F:16])[C:9]([O:11][CH3:12])=[O:10].C(=O)([O-])O.[Na+].[CH:22]1([CH:25]=O)[CH2:24][CH2:23]1.[BH4-].[Na+].[C:29](O[C:29]([O:31][C:32]([CH3:35])([CH3:34])[CH3:33])=[O:30])([O:31][C:32]([CH3:35])([CH3:34])[CH3:33])=[O:30]. (7) Given the product [N:26]1([S:22]([C:4]2[CH:3]=[C:2]([Cl:1])[C:7]3[O:8][C:9]4[CH2:14][CH2:13][N:12]([C:15]([O:17][C:18]([CH3:21])([CH3:20])[CH3:19])=[O:16])[CH2:11][C:10]=4[C:6]=3[CH:5]=2)(=[O:24])=[O:23])[C:34]2[C:29](=[CH:30][CH:31]=[CH:32][CH:33]=2)[CH:28]=[CH:27]1, predict the reactants needed to synthesize it. The reactants are: [Cl:1][C:2]1[C:7]2[O:8][C:9]3[CH2:14][CH2:13][N:12]([C:15]([O:17][C:18]([CH3:21])([CH3:20])[CH3:19])=[O:16])[CH2:11][C:10]=3[C:6]=2[CH:5]=[C:4]([S:22](Cl)(=[O:24])=[O:23])[CH:3]=1.[NH:26]1[C:34]2[C:29](=[CH:30][CH:31]=[CH:32][CH:33]=2)[CH:28]=[CH:27]1.